Dataset: Catalyst prediction with 721,799 reactions and 888 catalyst types from USPTO. Task: Predict which catalyst facilitates the given reaction. (1) Reactant: [Br:1][C:2]1[CH:7]=[C:6]([C:8]([F:11])([F:10])[F:9])[CH:5]=[C:4]([NH2:12])[C:3]=1[NH2:13].[N:14]([O-])=O.[Na+]. Product: [Br:1][C:2]1[C:3]2[NH:13][N:14]=[N:12][C:4]=2[CH:5]=[C:6]([C:8]([F:11])([F:10])[F:9])[CH:7]=1. The catalyst class is: 86. (2) Reactant: [N:1]1[CH:6]=[CH:5][CH:4]=[C:3]([C:7]([C:9]2[CH:10]=[N:11][CH:12]=[CH:13][CH:14]=2)=O)[CH:2]=1.[OH-].[K+].O.NN. Product: [N:1]1[CH:6]=[CH:5][CH:4]=[C:3]([CH2:7][C:9]2[CH:10]=[N:11][CH:12]=[CH:13][CH:14]=2)[CH:2]=1. The catalyst class is: 746. (3) Reactant: [Cl:1][C:2]1[CH:3]=[CH:4][C:5]2[C:14]3[C:9](=[CH:10][C:11]([O:15]C)=[CH:12][CH:13]=3)[O:8][CH2:7][C:6]=2[CH:17]=1.Cl.[NH+]1C=CC=CC=1. Product: [Cl:1][C:2]1[CH:3]=[CH:4][C:5]2[C:14]3[C:9](=[CH:10][C:11]([OH:15])=[CH:12][CH:13]=3)[O:8][CH2:7][C:6]=2[CH:17]=1. The catalyst class is: 6. (4) Reactant: [CH3:1][C:2]1([CH3:41])[C:6]2[S:7][C:8]([C:10]3[C:15]([CH3:16])=[CH:14][N:13]=[C:12]([NH:17][C:18]4[C:19]([O:30][CH3:31])=[N:20][N:21](C(OC(C)(C)C)=O)[CH:22]=4)[N:11]=3)=[CH:9][C:5]=2[C:4](=[O:32])[N:3]1[CH2:33][CH2:34][N:35]1[CH2:40][CH2:39][O:38][CH2:37][CH2:36]1.[ClH:42]. Product: [ClH:42].[CH3:31][O:30][C:19]1[C:18]([NH:17][C:12]2[N:11]=[C:10]([C:8]3[S:7][C:6]4[C:2]([CH3:1])([CH3:41])[N:3]([CH2:33][CH2:34][N:35]5[CH2:40][CH2:39][O:38][CH2:37][CH2:36]5)[C:4](=[O:32])[C:5]=4[CH:9]=3)[C:15]([CH3:16])=[CH:14][N:13]=2)=[CH:22][NH:21][N:20]=1. The catalyst class is: 5. (5) Reactant: Br[C:2]1[CH:3]=[N:4][C:5]([C:8]2[O:9][C:10]3[CH:16]=[C:15]([O:17][CH2:18][CH:19]4[CH2:21][CH2:20]4)[CH:14]=[CH:13][C:11]=3[N:12]=2)=[N:6][CH:7]=1.[CH2:22]([OH:29])[C:23]1[CH:28]=[CH:27][CH:26]=[CH:25][CH:24]=1.C(=O)([O-])[O-].[Cs+].[Cs+].N1C2C(=CC=C3C=2N=CC=C3)C=CC=1. Product: [CH2:22]([O:29][C:2]1[CH:3]=[N:4][C:5]([C:8]2[O:9][C:10]3[CH:16]=[C:15]([O:17][CH2:18][CH:19]4[CH2:21][CH2:20]4)[CH:14]=[CH:13][C:11]=3[N:12]=2)=[N:6][CH:7]=1)[C:23]1[CH:28]=[CH:27][CH:26]=[CH:25][CH:24]=1. The catalyst class is: 509. (6) Product: [CH:2]([C:3]1[S:7][C:6]([C:8]2[CH:9]=[CH:10][C:11]([N+:25]([O-:27])=[O:26])=[C:12]([NH:14][C:15](=[O:24])[C:16]3[CH:21]=[CH:20][C:19]([O:22][CH3:23])=[CH:18][CH:17]=3)[CH:13]=2)=[CH:5][CH:4]=1)=[O:1]. The catalyst class is: 2. Reactant: [OH:1][CH2:2][C:3]1[S:7][C:6]([C:8]2[CH:9]=[CH:10][C:11]([N+:25]([O-:27])=[O:26])=[C:12]([NH:14][C:15](=[O:24])[C:16]3[CH:21]=[CH:20][C:19]([O:22][CH3:23])=[CH:18][CH:17]=3)[CH:13]=2)=[CH:5][CH:4]=1.CC(OI1(OC(C)=O)(OC(C)=O)OC(=O)C2C=CC=CC1=2)=O. (7) Reactant: [I:1][C:2]1[CH:3]=[C:4]([C:8]2([C:16]#[N:17])[CH2:14][C@H:13]3[NH:15][C@H:10]([CH:11]=[CH:12]3)[CH2:9]2)[CH:5]=[N:6][CH:7]=1.C([O-])([O-])=O.[K+].[K+].FC(F)(F)S(O[CH2:30][C:31]([F:34])([F:33])[F:32])(=O)=O.O. Product: [I:1][C:2]1[CH:3]=[C:4]([C:8]2([C:16]#[N:17])[CH2:14][C@@H:13]3[N:15]([CH2:30][C:31]([F:34])([F:33])[F:32])[C@@H:10]([CH:11]=[CH:12]3)[CH2:9]2)[CH:5]=[N:6][CH:7]=1. The catalyst class is: 1. (8) Reactant: [S:1]([C:4]1[S:8][C:7]([NH2:9])=[N:6][CH:5]=1)[C:2]#[N:3].[CH:10]1([NH:16][CH:17]2[CH2:22][CH2:21][CH2:20][CH2:19][CH2:18]2)[CH2:15][CH2:14][CH2:13][CH2:12][CH2:11]1.C1C[O:26][CH2:25]C1. Product: [CH:17]1([N:16]([CH:10]2[CH2:11][CH2:12][CH2:13][CH2:14][CH2:15]2)[C:25]([NH:9][C:7]2[S:8][C:4]([S:1][C:2]#[N:3])=[CH:5][N:6]=2)=[O:26])[CH2:18][CH2:19][CH2:20][CH2:21][CH2:22]1. The catalyst class is: 142.